Dataset: Reaction yield outcomes from USPTO patents with 853,638 reactions. Task: Predict the reaction yield, written as a fraction of the theoretical maximum amount of product (1.0 means a 100% yield; for example, 0.34 means a 34% yield). (1) The reactants are Cl.C([O:5][C:6]1[CH:7]=[C:8]2[C:13](=[CH:14][C:15]=1[O:16][CH3:17])[N:12]=[CH:11][N:10]=[C:9]2[NH:18][C:19]1[CH:24]=[CH:23][CH:22]=[C:21]([Cl:25])[C:20]=1[F:26])(=O)C.N. The catalyst is CO. The product is [Cl:25][C:21]1[C:20]([F:26])=[C:19]([CH:24]=[CH:23][CH:22]=1)[NH:18][C:9]1[C:8]2[C:13](=[CH:14][C:15]([O:16][CH3:17])=[C:6]([OH:5])[CH:7]=2)[N:12]=[CH:11][N:10]=1. The yield is 0.770. (2) The reactants are [CH2:1]([C:3]1[C:19]([F:20])=[CH:18][C:6]([O:7][C:8]2[CH:16]=[CH:15][C:11]([C:12]([NH2:14])=[O:13])=[CH:10][C:9]=2[F:17])=[C:5]([O:21]C)[CH:4]=1)[CH3:2].B(Br)(Br)Br. The catalyst is ClCCl. The product is [CH2:1]([C:3]1[C:19]([F:20])=[CH:18][C:6]([O:7][C:8]2[CH:16]=[CH:15][C:11]([C:12]([NH2:14])=[O:13])=[CH:10][C:9]=2[F:17])=[C:5]([OH:21])[CH:4]=1)[CH3:2]. The yield is 0.680. (3) The reactants are [CH:1]1([C:6]2[CH:11]=CC=[CH:8][C:7]=2[C:12]([F:15])([F:14])[F:13])[CH2:5][CH2:4][CH2:3][CH2:2]1.C(=O)=O.[CH3:19][CH:20](O)[CH3:21].S(=O)(=O)(O)O.C1OCOCO1.S([Cl:38])(=O)(=O)O. The catalyst is CCCCCC.CC(OC)(C)C. The product is [Cl:38][CH2:19][C:20]1[CH:21]=[CH:11][C:6]([CH:1]2[CH2:5][CH2:4][CH2:3][CH2:2]2)=[C:7]([C:12]([F:15])([F:14])[F:13])[CH:8]=1. The yield is 0.890. (4) The reactants are Cl.[C:2]([C:6]1[S:7][C:8]2[C:13](=[O:14])[N:12]([C:15]3[CH:20]=[CH:19][CH:18]=[C:17]([C:21]4[CH:26]=[C:25]([NH:27][C:28]5[CH:32]=[C:31]([CH3:33])[N:30]([CH3:34])[N:29]=5)[C:24](=[O:35])[N:23](COCC[Si](C)(C)C)[N:22]=4)[C:16]=3[CH3:44])[CH2:11][C:9]=2[N:10]=1)([CH3:5])([CH3:4])[CH3:3].C1(OC)C=CC=CC=1. The catalyst is CO. The product is [C:2]([C:6]1[S:7][C:8]2[C:13](=[O:14])[N:12]([C:15]3[CH:20]=[CH:19][CH:18]=[C:17]([C:21]4[CH:26]=[C:25]([NH:27][C:28]5[CH:32]=[C:31]([CH3:33])[N:30]([CH3:34])[N:29]=5)[C:24](=[O:35])[NH:23][N:22]=4)[C:16]=3[CH3:44])[CH2:11][C:9]=2[N:10]=1)([CH3:5])([CH3:4])[CH3:3]. The yield is 0.300. (5) The reactants are Cl[C:2]1[N:7]2[N:8]=[C:9]([C:25]3[CH:30]=[CH:29][CH:28]=[C:27]([CH3:31])[CH:26]=3)[C:10]([C:11]3[C:16]([CH3:17])=[C:15]([CH3:18])[N:14]=[C:13]([NH:19][CH:20]4[CH2:24][CH2:23][CH2:22][CH2:21]4)[N:12]=3)=[C:6]2[CH:5]=[CH:4][CH:3]=1.[CH:32]1([NH2:37])[CH2:36][CH2:35][CH2:34][CH2:33]1. No catalyst specified. The product is [CH:32]1([NH:37][C:2]2[N:7]3[N:8]=[C:9]([C:25]4[CH:30]=[CH:29][CH:28]=[C:27]([CH3:31])[CH:26]=4)[C:10]([C:11]4[C:16]([CH3:17])=[C:15]([CH3:18])[N:14]=[C:13]([NH:19][CH:20]5[CH2:24][CH2:23][CH2:22][CH2:21]5)[N:12]=4)=[C:6]3[CH:5]=[CH:4][CH:3]=2)[CH2:36][CH2:35][CH2:34][CH2:33]1. The yield is 0.440. (6) The reactants are [Cl:1][C:2]1[CH:7]=[CH:6][C:5]([C:8]2[S:9][C:10]([C:19]([OH:21])=O)=[C:11]([CH2:13][CH:14]([O:17][CH3:18])[O:15][CH3:16])[N:12]=2)=[CH:4][CH:3]=1.[C:22]([O:26][C:27]([N:29]1[CH2:32][CH:31]([O:33][C:34]2[CH:39]=[CH:38][C:37]([NH2:40])=[CH:36][C:35]=2[O:41][CH3:42])[CH2:30]1)=[O:28])([CH3:25])([CH3:24])[CH3:23].O.ON1C2C=CC=CC=2N=N1.C(N(C(C)C)CC)(C)C.Cl.CN(C)CCCN=C=NCC. The catalyst is C1COCC1.O. The product is [C:22]([O:26][C:27]([N:29]1[CH2:30][CH:31]([O:33][C:34]2[CH:39]=[CH:38][C:37]([NH:40][C:19]([C:10]3[S:9][C:8]([C:5]4[CH:4]=[CH:3][C:2]([Cl:1])=[CH:7][CH:6]=4)=[N:12][C:11]=3[CH2:13][CH:14]([O:15][CH3:16])[O:17][CH3:18])=[O:21])=[CH:36][C:35]=2[O:41][CH3:42])[CH2:32]1)=[O:28])([CH3:25])([CH3:24])[CH3:23]. The yield is 0.900.